This data is from Catalyst prediction with 721,799 reactions and 888 catalyst types from USPTO. The task is: Predict which catalyst facilitates the given reaction. (1) Reactant: C[N:2]([CH3:19])/[CH:3]=[C:4](/[C:10](=[O:18])[C:11]1[C:16](Cl)=[CH:15][CH:14]=[CH:13][N:12]=1)\[C:5]([O:7][CH2:8][CH3:9])=[O:6].P([O-])([O-])([O-])=O.[K+].[K+].[K+].[Br:28][C:29]1[CH:34]=[CH:33][CH:32]=[CH:31][C:30]=1CN.O. Product: [Br:28][C:29]1[CH:34]=[CH:33][CH:32]=[CH:31][C:30]=1[CH2:19][N:2]1[C:16]2[C:11](=[N:12][CH:13]=[CH:14][CH:15]=2)[C:10](=[O:18])[C:4]([C:5]([O:7][CH2:8][CH3:9])=[O:6])=[CH:3]1. The catalyst class is: 44. (2) Product: [Cl:1][C:2]1[N:7]=[C:6]([C:8]2[S:12][C:11]([CH:13]([CH3:15])[CH3:14])=[N:10][C:9]=2[C:16]2[CH:17]=[CH:18][C:19]([F:23])=[C:20]([NH:22][S:31]([C:26]3[CH:27]=[CH:28][CH:29]=[CH:30][C:25]=3[F:24])(=[O:33])=[O:32])[CH:21]=2)[CH:5]=[CH:4][N:3]=1. The catalyst class is: 238. Reactant: [Cl:1][C:2]1[N:7]=[C:6]([C:8]2[S:12][C:11]([CH:13]([CH3:15])[CH3:14])=[N:10][C:9]=2[C:16]2[CH:17]=[CH:18][C:19]([F:23])=[C:20]([NH2:22])[CH:21]=2)[CH:5]=[CH:4][N:3]=1.[F:24][C:25]1[CH:30]=[CH:29][CH:28]=[CH:27][C:26]=1[S:31](Cl)(=[O:33])=[O:32].C(Cl)Cl.N1C=CC=CC=1.